From a dataset of Full USPTO retrosynthesis dataset with 1.9M reactions from patents (1976-2016). Predict the reactants needed to synthesize the given product. (1) Given the product [N:1]([C:2]1[CH:3]=[C:4]2[C:9](=[CH:10][CH:11]=1)[N:8]=[C:7]([O:12][C:13]1[CH:18]=[CH:17][C:16]([F:19])=[CH:15][C:14]=1[C:20](=[O:22])[CH3:21])[C:6]([CH2:23][C:24]1[CH:25]=[CH:26][CH:27]=[CH:28][CH:29]=1)=[CH:5]2)=[N+:34]=[N-:35], predict the reactants needed to synthesize it. The reactants are: [NH2:1][C:2]1[CH:3]=[C:4]2[C:9](=[CH:10][CH:11]=1)[N:8]=[C:7]([O:12][C:13]1[CH:18]=[CH:17][C:16]([F:19])=[CH:15][C:14]=1[C:20](=[O:22])[CH3:21])[C:6]([CH2:23][C:24]1[CH:29]=[CH:28][CH:27]=[CH:26][CH:25]=1)=[CH:5]2.N([O-])=O.[Na+].[N-:34]=[N+:35]=[N-].[Na+].C([O-])(=O)C.[Na+]. (2) Given the product [C:29]([O:33][C:34]([NH:36][C@@H:37]([CH:41]([CH3:43])[CH3:42])[C:38]([O:14][C:11]1[CH:12]=[CH:13][C:8]([C@@H:7]2[CH2:6][CH2:5][N:4]([C@@H:15]3[CH2:19][CH2:18][N:17]([CH2:20][C:21]4[CH:22]=[CH:23][C:24]([CH3:27])=[CH:25][CH:26]=4)[C:16]3=[O:28])[CH2:3][C@H:2]2[F:1])=[CH:9][CH:10]=1)=[O:39])=[O:35])([CH3:32])([CH3:31])[CH3:30], predict the reactants needed to synthesize it. The reactants are: [F:1][C@H:2]1[C@H:7]([C:8]2[CH:13]=[CH:12][C:11]([OH:14])=[CH:10][CH:9]=2)[CH2:6][CH2:5][N:4]([C@@H:15]2[CH2:19][CH2:18][N:17]([CH2:20][C:21]3[CH:26]=[CH:25][C:24]([CH3:27])=[CH:23][CH:22]=3)[C:16]2=[O:28])[CH2:3]1.[C:29]([O:33][C:34]([NH:36][C@@H:37]([CH:41]([CH3:43])[CH3:42])[C:38](O)=[O:39])=[O:35])([CH3:32])([CH3:31])[CH3:30].C1CCC(N=C=NC2CCCCC2)CC1.O. (3) Given the product [F:1][C:2]1[CH:9]=[CH:8][CH:7]=[C:4](/[CH:5]=[CH:14]/[N+:11]([O-:13])=[O:12])[C:3]=1[CH3:10], predict the reactants needed to synthesize it. The reactants are: [F:1][C:2]1[C:3]([CH3:10])=[C:4]([CH:7]=[CH:8][CH:9]=1)[CH:5]=O.[N+:11]([CH3:14])([O-:13])=[O:12].C([O-])(=O)C.[NH4+]. (4) Given the product [F:18][C:15]1[CH:16]=[CH:17][C:12]([O:11][C:7]2[CH:6]=[C:5]([CH:10]=[CH:9][CH:8]=2)[C:4]([OH:22])=[O:3])=[C:13]([N+:19]([O-:21])=[O:20])[CH:14]=1, predict the reactants needed to synthesize it. The reactants are: C([O:3][C:4](=[O:22])[C:5]1[CH:10]=[CH:9][CH:8]=[C:7]([O:11][C:12]2[CH:17]=[CH:16][C:15]([F:18])=[CH:14][C:13]=2[N+:19]([O-:21])=[O:20])[CH:6]=1)C.C1COCC1.O.O.[OH-].[Li+].Cl. (5) Given the product [F:12][C:10]1([C:13]2[CH:18]=[CH:17][C:16]([CH:28]=[O:29])=[CH:15][CH:14]=2)[CH2:11][N:8]([C:6]([O:5][C:1]([CH3:4])([CH3:3])[CH3:2])=[O:7])[CH2:9]1, predict the reactants needed to synthesize it. The reactants are: [C:1]([O:5][C:6]([N:8]1[CH2:11][C:10]([C:13]2[CH:18]=[CH:17][C:16](Br)=[CH:15][CH:14]=2)([F:12])[CH2:9]1)=[O:7])([CH3:4])([CH3:3])[CH3:2].[Li]CCCC.CN([CH:28]=[O:29])C.[NH4+].[Cl-]. (6) Given the product [N:1]1[CH:6]=[CH:5][CH:4]=[C:3]([C:7]2([C:8]([O:10][CH2:11][CH3:12])=[O:9])[CH2:15][CH2:14]2)[CH:2]=1, predict the reactants needed to synthesize it. The reactants are: [N:1]1[CH:6]=[CH:5][CH:4]=[C:3]([CH2:7][C:8]([O:10][CH2:11][CH3:12])=[O:9])[CH:2]=1.Br[CH2:14][CH2:15]Br. (7) Given the product [CH:1]1([CH2:7][NH:8][C:38]([C:34]2[CH:33]=[C:32]3[C:37](=[CH:36][CH:35]=2)[N:29]([CH2:28][C:25]2[CH:24]=[CH:23][C:22]([C:17]4[C:16]([C:14]([OH:15])=[O:13])=[CH:21][CH:20]=[CH:19][CH:18]=4)=[CH:27][CH:26]=2)[C:30]([CH3:42])=[C:31]3[CH3:41])=[O:39])[CH2:6][CH2:5][CH2:4][CH2:3][CH2:2]1, predict the reactants needed to synthesize it. The reactants are: [CH:1]1([CH2:7][NH2:8])[CH2:6][CH2:5][CH2:4][CH2:3][CH2:2]1.C([O:13][C:14]([C:16]1[CH:21]=[CH:20][CH:19]=[CH:18][C:17]=1[C:22]1[CH:27]=[CH:26][C:25]([CH2:28][N:29]2[C:37]3[C:32](=[CH:33][C:34]([C:38](O)=[O:39])=[CH:35][CH:36]=3)[C:31]([CH3:41])=[C:30]2[CH3:42])=[CH:24][CH:23]=1)=[O:15])(C)(C)C.